Task: Predict the reactants needed to synthesize the given product.. Dataset: Full USPTO retrosynthesis dataset with 1.9M reactions from patents (1976-2016) (1) Given the product [CH:21]1[C:20]2[C:2]3[C:3]([C:4]4[C:13]([C:12]=2[CH:11]=[CH:23][CH:22]=1)=[CH:8][CH:7]=[CH:6][CH:5]=4)=[CH:28][C:27]([B:41]([OH:46])[OH:42])=[C:14]1[C:19]=3[CH:18]=[CH:17][CH:16]=[CH:15]1, predict the reactants needed to synthesize it. The reactants are: Br[C:2]1[CH:3]=[C:4]2[C:13](=[C:14]3[C:19]=1[CH:18]=[CH:17][CH:16]=[CH:15]3)[C:12]1[CH:20]=[CH:21][CH:22]=[CH:23][C:11]=1C1[C:5]2=[CH:6][CH:7]=[CH:8]C=1.CCO[CH2:27][CH3:28].CCCCCC.C([Li])CCC.Cl.[B:41](OC(C)C)([O:46]C(C)C)[O:42]C(C)C. (2) Given the product [N:19]1[N:16]2[CH2:17][CH2:18][NH:13][CH2:14][C:15]2=[CH:21][C:20]=1[C:22]([O:24][CH2:25][CH3:26])=[O:23], predict the reactants needed to synthesize it. The reactants are: [N+](C1C=CC=CC=1S([N:13]1[CH2:18][CH2:17][N:16]2[N:19]=[C:20]([C:22]([O:24][CH2:25][CH3:26])=[O:23])[CH:21]=[C:15]2[CH2:14]1)(=O)=O)([O-])=O.C(=O)([O-])[O-].[Cs+].[Cs+].C1(S)C=CC=CC=1.